From a dataset of HIV replication inhibition screening data with 41,000+ compounds from the AIDS Antiviral Screen. Binary Classification. Given a drug SMILES string, predict its activity (active/inactive) in a high-throughput screening assay against a specified biological target. (1) The compound is CC(=O)Nc1cc(Nc2cc(O)nc(O)n2)ccc1C. The result is 0 (inactive). (2) The compound is O=C(C=Cc1cccc2ccccc12)c1ccc(Cl)cc1Cl. The result is 0 (inactive).